Dataset: Forward reaction prediction with 1.9M reactions from USPTO patents (1976-2016). Task: Predict the product of the given reaction. (1) Given the reactants Cl.[Cl:2][C:3]1[CH:19]=[CH:18][C:6]([C:7]([NH:9][C:10]2([C:16]#[N:17])[CH2:15][CH2:14][NH:13][CH2:12][CH2:11]2)=[O:8])=[CH:5][CH:4]=1.C(O)(=[O:22])C.C(N(C(C)C)C(C)C)C.[Cl:33][C:34]1[CH:41]=[CH:40][C:37]([CH:38]=O)=[CH:36][C:35]=1[O:42][CH2:43][CH3:44].C([BH3-])#N.[Na+], predict the reaction product. The product is: [Cl:2][C:3]1[CH:19]=[CH:18][C:6]([C:7]([NH:9][C:10]2([C:16]([NH2:17])=[O:22])[CH2:11][CH2:12][N:13]([CH2:38][C:37]3[CH:40]=[CH:41][C:34]([Cl:33])=[C:35]([O:42][CH2:43][CH3:44])[CH:36]=3)[CH2:14][CH2:15]2)=[O:8])=[CH:5][CH:4]=1. (2) Given the reactants C[O:2][C:3]1[C:4]2[C:5]3[C:6]([C:25](=[O:35])[N:26]([C:28]4[CH:33]=[CH:32][CH:31]=[CH:30][C:29]=4[CH3:34])[N:27]=3)=[CH:7][N:8]([CH2:13][C:14]3[CH:19]=[CH:18][C:17]([N:20]4[CH:24]=[CH:23][CH:22]=[N:21]4)=[CH:16][CH:15]=3)[C:9]=2[CH:10]=[CH:11][CH:12]=1.B(Br)(Br)Br.C(=O)(O)[O-].[Na+], predict the reaction product. The product is: [OH:2][C:3]1[C:4]2[C:5]3[C:6]([C:25](=[O:35])[N:26]([C:28]4[CH:33]=[CH:32][CH:31]=[CH:30][C:29]=4[CH3:34])[N:27]=3)=[CH:7][N:8]([CH2:13][C:14]3[CH:19]=[CH:18][C:17]([N:20]4[CH:24]=[CH:23][CH:22]=[N:21]4)=[CH:16][CH:15]=3)[C:9]=2[CH:10]=[CH:11][CH:12]=1. (3) Given the reactants [Cl:1][C:2]1[CH:3]=[C:4]([CH2:9][NH2:10])[CH:5]=[CH:6][C:7]=1[Cl:8].CCN(C(C)C)C(C)C.Cl[C:21]1[C:22]([O:31][CH3:32])=[C:23]([S:27](Cl)(=[O:29])=[O:28])[CH:24]=[CH:25][CH:26]=1, predict the reaction product. The product is: [Cl:1][C:2]1[CH:3]=[C:4]([CH2:9][NH:10][S:27]([C:23]2[CH:24]=[CH:25][CH:26]=[CH:21][C:22]=2[O:31][CH3:32])(=[O:29])=[O:28])[CH:5]=[CH:6][C:7]=1[Cl:8]. (4) Given the reactants Br[C:2]1[N:7]=[C:6]([C:8]([NH:10][C:11]2[CH:12]=[N:13][CH:14]=[CH:15][C:16]=2[C@@H:17]2[CH2:22][C@H:21]([CH3:23])[CH2:20][C@H:19]([NH:24][C:25](=[O:31])[O:26][C:27]([CH3:30])([CH3:29])[CH3:28])[CH2:18]2)=[O:9])[CH:5]=[CH:4][C:3]=1[F:32].[F:33][C:34]1[CH:35]=[C:36]([CH:39]=[C:40]([F:51])[C:41]=1B1OC(C)(C)C(C)(C)O1)[CH:37]=[O:38], predict the reaction product. The product is: [F:33][C:34]1[CH:35]=[C:36]([CH:37]=[O:38])[CH:39]=[C:40]([F:51])[C:41]=1[C:2]1[N:7]=[C:6]([C:8]([NH:10][C:11]2[CH:12]=[N:13][CH:14]=[CH:15][C:16]=2[C@@H:17]2[CH2:22][C@H:21]([CH3:23])[CH2:20][C@H:19]([NH:24][C:25](=[O:31])[O:26][C:27]([CH3:28])([CH3:30])[CH3:29])[CH2:18]2)=[O:9])[CH:5]=[CH:4][C:3]=1[F:32]. (5) Given the reactants [NH2:1][C:2]1[CH:7]=[CH:6][CH:5]=[CH:4][C:3]=1[NH:8][C:9]1[C:14]([Cl:15])=[CH:13][N:12]=[C:11]([NH:16][C:17]2[CH:22]=[CH:21][C:20]([N:23]3[CH2:28][CH2:27][O:26][CH2:25][CH2:24]3)=[CH:19][CH:18]=2)[N:10]=1.C(N(C(C)C)CC)(C)C.[CH2:38]([N:45]=[C:46]=[O:47])[C:39]1[CH:44]=[CH:43][CH:42]=[CH:41][CH:40]=1, predict the reaction product. The product is: [CH2:38]([NH:45][C:46]([NH:1][C:2]1[CH:7]=[CH:6][CH:5]=[CH:4][C:3]=1[NH:8][C:9]1[C:14]([Cl:15])=[CH:13][N:12]=[C:11]([NH:16][C:17]2[CH:18]=[CH:19][C:20]([N:23]3[CH2:24][CH2:25][O:26][CH2:27][CH2:28]3)=[CH:21][CH:22]=2)[N:10]=1)=[O:47])[C:39]1[CH:44]=[CH:43][CH:42]=[CH:41][CH:40]=1. (6) Given the reactants [NH:1]1[CH:5]=[N:4][CH:3]=[N:2]1.S(Cl)(Cl)=O.[C:10]1([CH:16]2[CH2:25][CH:24](O)[C:23]3[C:18](=[CH:19][CH:20]=[CH:21][CH:22]=3)[NH:17]2)[CH:15]=[CH:14][CH:13]=[CH:12][CH:11]=1, predict the reaction product. The product is: [C:10]1([CH:16]2[CH2:25][CH:24]([N:1]3[CH:5]=[N:4][CH:3]=[N:2]3)[C:23]3[C:18](=[CH:19][CH:20]=[CH:21][CH:22]=3)[NH:17]2)[CH:11]=[CH:12][CH:13]=[CH:14][CH:15]=1. (7) Given the reactants [CH3:1][O:2][CH2:3][C:4]1[CH:5]=[C:6]([CH:14]2OCCC[O:15]2)[C:7]2[C:12]([CH:13]=1)=[CH:11][CH:10]=[CH:9][CH:8]=2, predict the reaction product. The product is: [CH3:1][O:2][CH2:3][C:4]1[CH:5]=[C:6]([CH:14]=[O:15])[C:7]2[C:12]([CH:13]=1)=[CH:11][CH:10]=[CH:9][CH:8]=2.